This data is from NCI-60 drug combinations with 297,098 pairs across 59 cell lines. The task is: Regression. Given two drug SMILES strings and cell line genomic features, predict the synergy score measuring deviation from expected non-interaction effect. Drug 1: C(=O)(N)NO. Drug 2: CN(C(=O)NC(C=O)C(C(C(CO)O)O)O)N=O. Cell line: UACC-257. Synergy scores: CSS=1.54, Synergy_ZIP=-0.301, Synergy_Bliss=-0.147, Synergy_Loewe=1.12, Synergy_HSA=-0.0764.